From a dataset of Forward reaction prediction with 1.9M reactions from USPTO patents (1976-2016). Predict the product of the given reaction. (1) The product is: [CH3:1][O:2][C:3]1[CH:4]=[C:5]2[C:10](=[CH:11][CH:12]=1)[C:9]([O:13][C:14]1[CH:19]=[CH:18][C:17]([O:20][CH2:21][CH2:22][N:23]3[CH2:24][CH2:25][CH2:26][CH2:27][CH2:28]3)=[CH:16][CH:15]=1)=[C:8]([C:29]1[S:33][C:32]([C:34]([NH2:46])=[O:36])=[CH:31][CH:30]=1)[CH:7]=[CH:6]2. Given the reactants [CH3:1][O:2][C:3]1[CH:4]=[C:5]2[C:10](=[CH:11][CH:12]=1)[C:9]([O:13][C:14]1[CH:19]=[CH:18][C:17]([O:20][CH2:21][CH2:22][N:23]3[CH2:28][CH2:27][CH2:26][CH2:25][CH2:24]3)=[CH:16][CH:15]=1)=[C:8]([C:29]1[S:33][C:32]([C:34]([OH:36])=O)=[CH:31][CH:30]=1)[CH:7]=[CH:6]2.ClCCl.C(Cl)(=O)C(Cl)=O.[NH3:46], predict the reaction product. (2) Given the reactants [NH2:1][C:2]1[C:3]([C:10](/[N:12]=[C:13]2\[NH:14][CH2:15][C:16]3([CH2:23][CH:22]4[NH:24][CH:19]([CH2:20][CH2:21]4)[CH2:18]3)[NH:17]\2)=[O:11])=[N:4][C:5]([Cl:9])=[C:6]([NH2:8])[N:7]=1.CN(C(ON1N=NC2C=CC=NC1=2)=[N+](C)C)C.F[P-](F)(F)(F)(F)F.[CH2:49]([O:56][C:57]1[CH:62]=[CH:61][C:60]([CH2:63][CH2:64][C:65](O)=[O:66])=[CH:59][CH:58]=1)[C:50]1[CH:55]=[CH:54][CH:53]=[CH:52][CH:51]=1.CN1CCOCC1, predict the reaction product. The product is: [NH2:1][C:2]1[C:3]([C:10](/[N:12]=[C:13]2\[NH:14][CH2:15][C:16]3([CH2:23][CH:22]4[N:24]([C:65](=[O:66])[CH2:64][CH2:63][C:60]5[CH:61]=[CH:62][C:57]([O:56][CH2:49][C:50]6[CH:55]=[CH:54][CH:53]=[CH:52][CH:51]=6)=[CH:58][CH:59]=5)[CH:19]([CH2:20][CH2:21]4)[CH2:18]3)[NH:17]\2)=[O:11])=[N:4][C:5]([Cl:9])=[C:6]([NH2:8])[N:7]=1. (3) Given the reactants [CH3:1][NH:2][C:3]([C:5]1[C:6]2[C:7](=[O:27])[C@H:8]([OH:26])[C@@H:9]([C:20]3[CH:25]=[CH:24][CH:23]=[CH:22][CH:21]=3)[NH:10][C:11]=2[C:12]2[N:17]=[C:16]([CH3:18])[N:15]([CH3:19])[C:13]=2[CH:14]=1)=[O:4].[BH4-].[Na+], predict the reaction product. The product is: [CH3:1][NH:2][C:3]([C:5]1[C:6]2[C@H:7]([OH:27])[C@H:8]([OH:26])[C@@H:9]([C:20]3[CH:25]=[CH:24][CH:23]=[CH:22][CH:21]=3)[NH:10][C:11]=2[C:12]2[N:17]=[C:16]([CH3:18])[N:15]([CH3:19])[C:13]=2[CH:14]=1)=[O:4]. (4) Given the reactants [O:1]1[CH2:6][CH2:5][CH:4]([C:7]([OH:9])=O)[CH2:3][CH2:2]1.CN(C(ON1N=NC2C=CC=NC1=2)=[N+](C)C)C.F[P-](F)(F)(F)(F)F.CCN(C(C)C)C(C)C.[C:43]([O:47][C:48](=[O:65])[NH:49][C:50]1[CH:55]=[CH:54][C:53]([NH2:56])=[C:52]([C:57]#[C:58][C:59]2[CH:64]=[CH:63][CH:62]=[CH:61][CH:60]=2)[N:51]=1)([CH3:46])([CH3:45])[CH3:44], predict the reaction product. The product is: [C:43]([O:47][C:48](=[O:65])[NH:49][C:50]1[CH:55]=[CH:54][C:53]([NH:56][C:7]([CH:4]2[CH2:3][CH2:2][O:1][CH2:6][CH2:5]2)=[O:9])=[C:52]([C:57]#[C:58][C:59]2[CH:64]=[CH:63][CH:62]=[CH:61][CH:60]=2)[N:51]=1)([CH3:46])([CH3:44])[CH3:45]. (5) The product is: [C:11]([O:10][C:9]([NH:8][C@H:4]1[CH2:5][CH2:6][CH2:7][N:1]([CH2:17][CH2:18][NH:19][C:20](=[O:29])[O:21][CH2:22][C:23]2[CH:28]=[CH:27][CH:26]=[CH:25][CH:24]=2)[CH2:2][CH2:3]1)=[O:15])([CH3:12])([CH3:14])[CH3:13]. Given the reactants [NH:1]1[CH2:7][CH2:6][CH2:5][C@H:4]([NH:8][C:9](=[O:15])[O:10][C:11]([CH3:14])([CH3:13])[CH3:12])[CH2:3][CH2:2]1.I[CH2:17][CH2:18][NH:19][C:20](=[O:29])[O:21][CH2:22][C:23]1[CH:28]=[CH:27][CH:26]=[CH:25][CH:24]=1.CCN(C(C)C)C(C)C, predict the reaction product. (6) Given the reactants [N+:1]([C:4]1[CH:12]=[C:11]2[C:7]([C:8]([C:23]3[CH:28]=[CH:27][CH:26]=[CH:25][CH:24]=3)=[N:9][N:10]2[C:13]2[S:14][CH:15]=[C:16]([C:18]([O:20][CH2:21][CH3:22])=[O:19])[N:17]=2)=[CH:6][CH:5]=1)([O-])=O.[H][H], predict the reaction product. The product is: [NH2:1][C:4]1[CH:12]=[C:11]2[C:7]([C:8]([C:23]3[CH:24]=[CH:25][CH:26]=[CH:27][CH:28]=3)=[N:9][N:10]2[C:13]2[S:14][CH:15]=[C:16]([C:18]([O:20][CH2:21][CH3:22])=[O:19])[N:17]=2)=[CH:6][CH:5]=1.